Dataset: Forward reaction prediction with 1.9M reactions from USPTO patents (1976-2016). Task: Predict the product of the given reaction. Given the reactants [F:1][C:2]1[CH:3]=[CH:4][C:5]2[N:9]=[C:8]([C:10]3[C:22]4[C:21]5[C:16](=[CH:17][CH:18]=[CH:19][CH:20]=5)[C:15](=[N:23]O)[C:14]=4[CH:13]=[CH:12][CH:11]=3)[NH:7][C:6]=2[CH:25]=1, predict the reaction product. The product is: [F:1][C:2]1[CH:3]=[CH:4][C:5]2[N:9]=[C:8]([C:10]3[C:22]4[C:21]5[C:16](=[CH:17][CH:18]=[CH:19][CH:20]=5)[CH:15]([NH2:23])[C:14]=4[CH:13]=[CH:12][CH:11]=3)[NH:7][C:6]=2[CH:25]=1.